Dataset: Full USPTO retrosynthesis dataset with 1.9M reactions from patents (1976-2016). Task: Predict the reactants needed to synthesize the given product. (1) Given the product [CH3:11][C:12]1[CH:17]=[CH:16][C:15](/[CH:18]=[CH:19]/[CH:20]=[O:21])=[CH:14][CH:13]=1, predict the reactants needed to synthesize it. The reactants are: C(Cl)(=O)C(Cl)=O.CS(C)=O.[CH3:11][C:12]1[CH:17]=[CH:16][C:15](/[CH:18]=[CH:19]/[CH2:20][OH:21])=[CH:14][CH:13]=1.C(N(CC)CC)C. (2) Given the product [CH3:25][C:22]1[CH:23]=[CH:24][C:19]2[C:20](=[C:26]([NH2:27])[N:8]=[C:9]3[CH:14]=[CH:13][CH:12]=[CH:11][C:10]3=2)[N:21]=1, predict the reactants needed to synthesize it. The reactants are: C(OC([NH:8][C:9]1[CH:14]=[CH:13][CH:12]=[CH:11][C:10]=1B(O)O)=O)(C)(C)C.Br[C:19]1[C:20]([C:26]#[N:27])=[N:21][C:22]([CH3:25])=[CH:23][CH:24]=1.C(=O)([O-])[O-].[K+].[K+]. (3) Given the product [C:1]([O:5][C:6](=[O:20])[C:7]([CH3:8])([O:9][C:10]1[CH:11]=[CH:12][C:13]([C:14]([O:16][CH2:34][C:32]2[N:31]=[N:30][N:29]([CH2:28][C:27]3[CH:26]=[CH:25][C:24]([S:23][C:22]([F:39])([F:21])[F:38])=[CH:37][CH:36]=3)[CH:33]=2)=[O:15])=[CH:17][CH:18]=1)[CH3:19])([CH3:2])([CH3:3])[CH3:4], predict the reactants needed to synthesize it. The reactants are: [C:1]([O:5][C:6](=[O:20])[C:7]([CH3:19])([O:9][C:10]1[CH:18]=[CH:17][C:13]([C:14]([OH:16])=[O:15])=[CH:12][CH:11]=1)[CH3:8])([CH3:4])([CH3:3])[CH3:2].[F:21][C:22]([F:39])([F:38])[S:23][C:24]1[CH:37]=[CH:36][C:27]([CH2:28][N:29]2[CH:33]=[C:32]([CH2:34]O)[N:31]=[N:30]2)=[CH:26][CH:25]=1.C1(N=C=NC2CCCCC2)CCCCC1. (4) Given the product [Br:14][C:15]1[N:24]([CH2:25][O:26][CH2:27][CH2:28][Si:29]([CH3:32])([CH3:31])[CH3:30])[C:18]2[CH:19]=[N:20][NH:21][C:22](=[O:23])[C:17]=2[C:16]=1[CH:33]=[O:2], predict the reactants needed to synthesize it. The reactants are: [N+](C(C)C)([O-])=[O:2].C(O)C.[O-]CC.[Na+].[Br:14][C:15]1[N:24]([CH2:25][O:26][CH2:27][CH2:28][Si:29]([CH3:32])([CH3:31])[CH3:30])[C:18]2[CH:19]=[N:20][NH:21][C:22](=[O:23])[C:17]=2[C:16]=1[CH2:33]Br. (5) Given the product [OH:30][CH2:29][CH2:28][N:25]1[CH2:26][CH2:27][N:22]([C:13]2([C:10]3[CH:11]=[CH:12][C:7]([O:6][C:5]4[CH:31]=[CH:32][C:2]([O:40][CH3:39])=[CH:3][CH:4]=4)=[CH:8][CH:9]=3)[C:18](=[O:19])[NH:17][C:16](=[O:20])[NH:15][C:14]2=[O:21])[CH2:23][CH2:24]1, predict the reactants needed to synthesize it. The reactants are: Br[C:2]1[CH:32]=[CH:31][C:5]([O:6][C:7]2[CH:12]=[CH:11][C:10]([C:13]3([N:22]4[CH2:27][CH2:26][N:25]([CH2:28][CH2:29][OH:30])[CH2:24][CH2:23]4)[C:18](=[O:19])[NH:17][C:16](=[O:20])[NH:15][C:14]3=[O:21])=[CH:9][CH:8]=2)=[CH:4][CH:3]=1.BrC1(C2C=CC(OC3C=CC(Br)=CC=3)=CC=2)[C:39](=[O:40])NC(=O)NC1=O.BrC1(C2C=CC(OC3C=CC(OC)=CC=3)=CC=2)C(=O)NC(=O)NC1=O. (6) Given the product [ClH:1].[CH:32]12[O:35][CH:28]([CH2:34][CH2:33]1)[CH2:29][N:30]([C:2]1[N:3]=[C:4]([C:18]3[CH:19]=[CH:20][C:21]([NH:24][C:39]([NH:38][CH2:36][CH3:37])=[O:40])=[CH:22][CH:23]=3)[C:5]3[CH2:10][NH:9][CH2:8][C:6]=3[N:7]=1)[CH2:31]2, predict the reactants needed to synthesize it. The reactants are: [Cl:1][C:2]1[N:3]=[C:4]([C:18]2[CH:23]=[CH:22][C:21]([N+:24]([O-])=O)=[CH:20][CH:19]=2)[C:5]2[CH2:10][N:9](C(OC(C)(C)C)=O)[CH2:8][C:6]=2[N:7]=1.Cl.[CH:28]12[O:35][CH:32]([CH2:33][CH2:34]1)[CH2:31][NH:30][CH2:29]2.[CH2:36]([N:38]=[C:39]=[O:40])[CH3:37].